Task: Predict the reactants needed to synthesize the given product.. Dataset: Full USPTO retrosynthesis dataset with 1.9M reactions from patents (1976-2016) (1) Given the product [C:23]([C:21]1[CH:20]=[CH:19][C:6]([CH2:7][NH:8][C:9](=[O:18])[C:10]2[CH:15]=[CH:14][C:13]([F:16])=[C:12]([CH3:17])[CH:11]=2)=[C:5]([O:4][CH2:3][CH2:2][NH:1][S:26]([CH3:25])(=[O:28])=[O:27])[CH:22]=1)#[N:24], predict the reactants needed to synthesize it. The reactants are: [NH2:1][CH2:2][CH2:3][O:4][C:5]1[CH:22]=[C:21]([C:23]#[N:24])[CH:20]=[CH:19][C:6]=1[CH2:7][NH:8][C:9](=[O:18])[C:10]1[CH:15]=[CH:14][C:13]([F:16])=[C:12]([CH3:17])[CH:11]=1.[CH3:25][S:26](Cl)(=[O:28])=[O:27].N1C=CC=CC=1. (2) Given the product [F:14][C:15]1[CH:16]=[CH:17][C:18]([CH2:21][CH2:22][C@@H:23]2[O:28][C:27](=[O:29])[CH:26]=[C:25]([O:12][CH3:13])[CH2:24]2)=[CH:19][CH:20]=1, predict the reactants needed to synthesize it. The reactants are: C([O-])([O-])=O.[K+].[K+].S([O:12][CH3:13])(OC)(=O)=O.[F:14][C:15]1[CH:20]=[CH:19][C:18]([CH2:21][CH2:22][CH:23]2[O:28][C:27](=[O:29])[CH2:26][C:25](=O)[CH2:24]2)=[CH:17][CH:16]=1. (3) Given the product [CH3:1][S:2]([O:5][CH2:6][CH2:7][CH2:8][CH2:9][C:10]1[CH:11]=[CH:12][C:13]([O:16][CH:17]2[CH2:18][CH2:19][N:20]([CH:21]3[CH2:22][CH2:23][CH2:24]3)[CH2:26][CH2:25]2)=[CH:14][CH:15]=1)(=[O:3])=[O:4], predict the reactants needed to synthesize it. The reactants are: [CH3:1][S:2]([O:5][CH2:6][CH2:7][CH2:8][CH2:9][C:10]1[CH:15]=[CH:14][C:13]([O:16][CH2:17][CH2:18][CH2:19][N:20]2[CH2:26][CH2:25][CH2:24][CH2:23][CH2:22][CH2:21]2)=[CH:12][CH:11]=1)(=[O:4])=[O:3].C1(N2CCC(OC3C=CC(CCCCO)=CC=3)CC2)CCC1.